Predict the reactants needed to synthesize the given product. From a dataset of Full USPTO retrosynthesis dataset with 1.9M reactions from patents (1976-2016). (1) The reactants are: [Br:1][C:2]1[CH:10]=[CH:9][C:5]([C:6]([OH:8])=O)=[CH:4][C:3]=1[O:11][CH:12]1[CH2:14][CH2:13]1.CN(C(ON1N=NC2C=CC=NC1=2)=[N+](C)C)C.F[P-](F)(F)(F)(F)F.[CH3:39][N:40]1[C:44]([C:45]([F:48])([F:47])[F:46])=[CH:43][C:42]([NH2:49])=[N:41]1.CCN(C(C)C)C(C)C. Given the product [Br:1][C:2]1[CH:10]=[CH:9][C:5]([C:6]([NH:49][C:42]2[CH:43]=[C:44]([C:45]([F:47])([F:46])[F:48])[N:40]([CH3:39])[N:41]=2)=[O:8])=[CH:4][C:3]=1[O:11][CH:12]1[CH2:14][CH2:13]1, predict the reactants needed to synthesize it. (2) Given the product [CH3:9][O:8][C:6]1[N:7]=[C:2]([O:12][C:13]2[CH:39]=[CH:38][CH:37]=[CH:36][C:14]=2[CH2:15][NH:16][C:17]([NH:19][C:20]2[N:24]([C:25]3[CH:30]=[CH:29][C:28]([CH3:31])=[CH:27][CH:26]=3)[N:23]=[C:22]([C:32]([CH3:34])([CH3:35])[CH3:33])[CH:21]=2)=[O:18])[CH:3]=[C:4]([O:10][CH3:11])[N:5]=1, predict the reactants needed to synthesize it. The reactants are: Cl[C:2]1[N:7]=[C:6]([O:8][CH3:9])[N:5]=[C:4]([O:10][CH3:11])[CH:3]=1.[OH:12][C:13]1[CH:39]=[CH:38][CH:37]=[CH:36][C:14]=1[CH2:15][NH:16][C:17]([NH:19][C:20]1[N:24]([C:25]2[CH:30]=[CH:29][C:28]([CH3:31])=[CH:27][CH:26]=2)[N:23]=[C:22]([C:32]([CH3:35])([CH3:34])[CH3:33])[CH:21]=1)=[O:18].[OH-].[Na+].[Cl-].[NH4+]. (3) Given the product [Cl:1][C:2]1[CH:7]=[CH:6][C:5]([S:8]([NH:11][C:15]2[C:16]([C:22]([N:24]3[C:29]4[CH:30]=[CH:31][CH:32]=[CH:33][C:28]=4[O:27][CH2:26][CH:25]3[CH3:34])=[O:23])=[N:17][CH:18]=[C:19]([Cl:21])[CH:20]=2)(=[O:9])=[O:10])=[CH:4][C:3]=1[C:35]([F:37])([F:38])[F:36], predict the reactants needed to synthesize it. The reactants are: [Cl:1][C:2]1[CH:7]=[CH:6][C:5]([S:8]([N:11]([C:15]2[C:16]([C:22]([N:24]3[C:29]4[CH:30]=[CH:31][CH:32]=[CH:33][C:28]=4[O:27][CH2:26][CH:25]3[CH3:34])=[O:23])=[N:17][CH:18]=[C:19]([Cl:21])[CH:20]=2)COC)(=[O:10])=[O:9])=[CH:4][C:3]=1[C:35]([F:38])([F:37])[F:36]. (4) Given the product [S:19]([C:16]1[CH:17]=[CH:18][C:13]([N:12]2[C:8]([C:5]3[CH:6]=[CH:7][C:2]([CH3:1])=[CH:3][CH:4]=3)=[CH:9][C:10]([CH2:23][CH2:44][C:45]([NH:69][CH2:70][CH2:71][NH:72][C:73](=[O:79])[O:74][C:75]([CH3:76])([CH3:78])[CH3:77])=[O:46])=[N:11]2)=[CH:14][CH:15]=1)(=[O:20])(=[O:21])[NH2:22], predict the reactants needed to synthesize it. The reactants are: [CH3:1][C:2]1[CH:7]=[CH:6][C:5]([C:8]2[N:12]([C:13]3[CH:18]=[CH:17][C:16]([S:19]([NH2:22])(=[O:21])=[O:20])=[CH:15][CH:14]=3)[N:11]=[C:10]([C:23](F)(F)F)[CH:9]=2)=[CH:4][CH:3]=1.C1CN2C3C(CCC2)=C2[O:46][C:45]4C(C=C5C6[C:44]=4CCC[N+]=6CCC5)=C(C4C=CC(S(Cl)(=O)=O)=CC=4S([O-])(=O)=O)C2=CC=3C1.[NH2:69][CH2:70][CH2:71][NH:72][C:73](=[O:79])[O:74][C:75]([CH3:78])([CH3:77])[CH3:76].Cl.C(N=C=NCCCN(C)C)C.ON1C2C=CC=CC=2N=N1.C(N(CC)C(C)C)(C)C. (5) Given the product [Cl:1][C:2]1[C:7]([C:8]([O:13][CH3:12])=[O:9])=[CH:6][C:5]([Cl:11])=[CH:4][N:3]=1, predict the reactants needed to synthesize it. The reactants are: [Cl:1][C:2]1[C:7]([C:8](Cl)=[O:9])=[CH:6][C:5]([Cl:11])=[CH:4][N:3]=1.[CH3:12][OH:13]. (6) Given the product [F:22][C:2]([F:21])([F:1])[C:3]1[CH:4]=[CH:5][C:6]([C:9]2[CH:10]=[CH:11][C:12]3[N:13]([C:15]([C:18]4[O:20][N:30]=[C:28]([C:27]5[CH:32]=[CH:33][C:24]([NH2:23])=[N:25][CH:26]=5)[N:29]=4)=[CH:16][N:17]=3)[CH:14]=2)=[CH:7][CH:8]=1, predict the reactants needed to synthesize it. The reactants are: [F:1][C:2]([F:22])([F:21])[C:3]1[CH:8]=[CH:7][C:6]([C:9]2[CH:10]=[CH:11][C:12]3[N:13]([C:15]([C:18]([OH:20])=O)=[CH:16][N:17]=3)[CH:14]=2)=[CH:5][CH:4]=1.[NH2:23][C:24]1[CH:33]=[CH:32][C:27]([C:28]([NH:30]O)=[NH:29])=[CH:26][N:25]=1. (7) Given the product [CH2:13]([O:1][C:2]1[CH:3]=[C:4]([CH:5]=[CH:6][C:7]=1[O:8][CH3:9])[NH2:10])[C:14]1[CH:19]=[CH:18][CH:17]=[CH:16][CH:15]=1, predict the reactants needed to synthesize it. The reactants are: [OH:1][C:2]1[CH:3]=[C:4]([N+:10]([O-])=O)[CH:5]=[CH:6][C:7]=1[O:8][CH3:9].[CH2:13](Br)[C:14]1[CH:19]=[CH:18][CH:17]=[CH:16][CH:15]=1.C(=O)([O-])[O-].[K+].[K+].S(S([O-])=O)([O-])=O.[Na+].[Na+]. (8) Given the product [CH2:61]([O:60][C:58]([CH2:57][CH2:56][CH2:55][O:1][C:2]1[CH:7]=[CH:6][C:5]([CH2:8][C:9]2[C:10]([O:17][C@@H:18]3[O:44][C@H:43]([CH2:45][O:46][C:47](=[O:52])[C:48]([CH3:51])([CH3:50])[CH3:49])[C@@H:35]([O:36][C:37](=[O:42])[C:38]([CH3:39])([CH3:41])[CH3:40])[C@H:27]([O:28][C:29](=[O:34])[C:30]([CH3:31])([CH3:32])[CH3:33])[C@H:19]3[O:20][C:21](=[O:26])[C:22]([CH3:25])([CH3:23])[CH3:24])=[N:11][NH:12][C:13]=2[CH:14]([CH3:16])[CH3:15])=[C:4]([CH3:53])[CH:3]=1)=[O:59])[C:62]1[CH:67]=[CH:66][CH:65]=[CH:64][CH:63]=1, predict the reactants needed to synthesize it. The reactants are: [OH:1][C:2]1[CH:7]=[CH:6][C:5]([CH2:8][C:9]2[C:10]([O:17][C@@H:18]3[O:44][C@H:43]([CH2:45][O:46][C:47](=[O:52])[C:48]([CH3:51])([CH3:50])[CH3:49])[C@@H:35]([O:36][C:37](=[O:42])[C:38]([CH3:41])([CH3:40])[CH3:39])[C@H:27]([O:28][C:29](=[O:34])[C:30]([CH3:33])([CH3:32])[CH3:31])[C@H:19]3[O:20][C:21](=[O:26])[C:22]([CH3:25])([CH3:24])[CH3:23])=[N:11][NH:12][C:13]=2[CH:14]([CH3:16])[CH3:15])=[C:4]([CH3:53])[CH:3]=1.Br[CH2:55][CH2:56][CH2:57][C:58]([O:60][CH2:61][C:62]1[CH:67]=[CH:66][CH:65]=[CH:64][CH:63]=1)=[O:59].C(=O)([O-])[O-].[Cs+].[Cs+].[I-].[Na+]. (9) Given the product [Si:1]([O:8][C@@H:9]1[C@@:26]2([CH3:27])[C:13](=[CH:14][CH2:15][C@@H:16]3[C@@H:25]2[CH2:24][CH2:23][C@@:21]2([CH3:22])[C@H:17]3[CH2:18][CH2:19][C@@H:20]2[CH2:28][O:29][CH2:42][CH2:41][C:40]([N:39]([CH3:44])[CH3:38])=[O:43])[CH2:12][C@@H:11]([O:30][Si:31]([C:34]([CH3:37])([CH3:36])[CH3:35])([CH3:32])[CH3:33])[CH2:10]1)([C:4]([CH3:7])([CH3:6])[CH3:5])([CH3:3])[CH3:2], predict the reactants needed to synthesize it. The reactants are: [Si:1]([O:8][C@@H:9]1[C@@:26]2([CH3:27])[C:13](=[CH:14][CH2:15][C@@H:16]3[C@@H:25]2[CH2:24][CH2:23][C@@:21]2([CH3:22])[C@H:17]3[CH2:18][CH2:19][C@@H:20]2[CH2:28][OH:29])[CH2:12][CH:11]([O:30][Si:31]([C:34]([CH3:37])([CH3:36])[CH3:35])([CH3:33])[CH3:32])[CH2:10]1)([C:4]([CH3:7])([CH3:6])[CH3:5])([CH3:3])[CH3:2].[CH3:38][N:39]([CH3:44])[C:40](=[O:43])[CH:41]=[CH2:42].[H-].[Na+].C1OCCOCCOCCOCCOC1.[Cl-].[NH4+].